Dataset: Human Reference Interactome with 51,813 positive PPI pairs across 8,248 proteins, plus equal number of experimentally-validated negative pairs. Task: Binary Classification. Given two protein amino acid sequences, predict whether they physically interact or not. (1) Protein 1 (ENSG00000168453) has sequence MESTPSFLKGTPTWEKTAPENGIVRQEPGSPPRDGLHHGPLCLGEPAPFWRGVLSTPDSWLPPGFPQGPKDMLPLVEGEGPQNGERKVNWLGSKEGLRWKEAMLTHPLAFCGPACPPRCGPLMPEHSGGHLKSDPVAFRPWHCPFLLETKILERAPFWVPTCLPPYLVSGLPPEHPCDWPLTPHPWVYSGGQPKVPSAFSLGSKGFYYKDPSIPRLAKEPLAAAEPGLFGLNSGGHLQRAGEAERPSLHQRDGEMGAGRQQNPCPLFLGQPDTVPWTSWPACPPGLVHTLGNVWAGPGDG.... Protein 2 (ENSG00000188493) has sequence MTSPCSPPLKPPISPPKTPVPQASSIPSPPLPPSPLDFSALPSPPWSQQTPVPPPLPLPPPPAATGPAPRHVFGLEKSQLLKEAFDKAGPVPKGREDVKRLLKLHKDRFRGDLRWILFCADLPSLIQEGPQCGLVALWMAGTLLSPPSGVPLERLIRVATERGYTAQGEMFSVADMGRLAQEVLGCQAKLLSGGLGGPNRDLVLQHLVTGHPLLIPYDEDFNHEPCQRKGHKAHWAVSAGVLLGVRAVPSLGYTEDPELPGLFHPVLGTPCQPPSLPEEGSPGAVYLLSKQGKSWHYQLW.... Result: 1 (the proteins interact). (2) Protein 1 (ENSG00000067057) has sequence MNAAVRAVVRMGIYVGAKVYFIYEGYQGMVDGGSNIAEADWESVSSILQVGGTIIGSARCQAFRTREGRLKAACNLLQRGITNLCVIGGDGSLTGANLFRKEWSGLLEELARNGQIDKEAVQKYAYLNVVGMVGSIDNDFCGTDMTIGTDSALHRIIEVVDAIMTTAQSHQRTFVLEVMGRHCGYLALVSALACGADWVFLPESPPEEGWXADGHRMLAIYDGFDGFAKGQIKEIGWTDVGGWTGQGGSILGTKRVLPGKYLEEIATQMRTHSINALLIIGGFEAYKSACDMAEARGRHQ.... Protein 2 (ENSG00000037897) has sequence MAAETRNVAGAEAPPPQKRYYRQRAHSNPMADHTLRYPVKPEEMDWSELYPEFFAPLTQNQSHDDPKDKKEKRAQAQVEFADIGCGYGGLLADKDVLPLPRPTFQADKAQVANHQSHPASRICLRAKSWGAGVYHNRCAGATRLDVHSFRRAPTV*MAAETRNVAGAEAPPPQKRYYRQRAHSNPMADHTLRYPVKPEEMDWSELYPEFFAPLTQNQSHDDPKDKKEKRAQAQVEFADIGCGYGGLLVELSPLFPDTLILGLEIRVKVSDYVQDRIRALRAAPAGGFQNIACLRSNAMKH.... Result: 0 (the proteins do not interact). (3) Protein 1 (ENSG00000102781) has sequence MNLAEICDNAKKGREYALLGNYDSSMVYYQGVMQQIQRHCQSVRDPAIKGKWQQVRQELLEEYEQVKSIVSTLESFKIDKPPDFPVSCQDEPFRDPAVWPPPVPAEHRAPPQIRRPNREVRPLRKEMAGVGARGPVGRAHPISKSEKPSTSRDMNLAEICDNAKKGREYALLGNYDSSMVYYQGVMQQIQRHCQSVRDPAIKGKWQQVRQELLEEYEQVKSIVSTLESFKIDKPPDFPVSCQDEPFRDPAVWPPPVPAEHRAPPQIRRPNREVRPLRKEMAGVGARGPVGRAHPISKSEK.... Protein 2 (ENSG00000164708) has sequence MATHRLVMVRHGESTWNQENRFCGWFDAELSEKGTEEAKRGAKAIKDAKMEFDICYTSVLKRAIRTLWAILDGTDQMWLPVVRTWRLNERHYGGLTGLNKAETAAKHGEEQVKIWRRSFDIPPPPMDEKHPYYNSISKERRYAGLKPGELPTCESLKDTIARALPFWNEEIVPQIKAGKRVLIAAHGNSLRGIVKHLEGMSDQAIMELNLPTGIPIVYELNKELKPTKPMQFLGDEETVRKAMEAVAAQGKAK*. Result: 1 (the proteins interact).